This data is from Merck oncology drug combination screen with 23,052 pairs across 39 cell lines. The task is: Regression. Given two drug SMILES strings and cell line genomic features, predict the synergy score measuring deviation from expected non-interaction effect. Drug 1: CC1(c2nc3c(C(N)=O)cccc3[nH]2)CCCN1. Drug 2: CCc1c2c(nc3ccc(O)cc13)-c1cc3c(c(=O)n1C2)COC(=O)C3(O)CC. Cell line: CAOV3. Synergy scores: synergy=41.8.